Predict the reactants needed to synthesize the given product. From a dataset of Full USPTO retrosynthesis dataset with 1.9M reactions from patents (1976-2016). Given the product [F:1][C:2]1[CH:10]=[CH:9][CH:8]=[CH:7][C:3]=1[C:4]([Cl:13])=[O:5], predict the reactants needed to synthesize it. The reactants are: [F:1][C:2]1[CH:10]=[CH:9][CH:8]=[CH:7][C:3]=1[C:4](O)=[O:5].O=S(Cl)[Cl:13].